Dataset: Forward reaction prediction with 1.9M reactions from USPTO patents (1976-2016). Task: Predict the product of the given reaction. Given the reactants [C:1]([C:3]1[C:24]([O:25][CH3:26])=[CH:23][C:6]2[C:7]3[N:12]([CH:13]([CH2:15][CH3:16])[CH2:14][C:5]=2[CH:4]=1)[CH:11]=[C:10]([C:17]([O:19]CC)=[O:18])[C:9](=[O:22])[CH:8]=3)#[N:2].[Li+].[OH-].Cl, predict the reaction product. The product is: [C:1]([C:3]1[C:24]([O:25][CH3:26])=[CH:23][C:6]2[C:7]3[N:12]([CH:13]([CH2:15][CH3:16])[CH2:14][C:5]=2[CH:4]=1)[CH:11]=[C:10]([C:17]([OH:19])=[O:18])[C:9](=[O:22])[CH:8]=3)#[N:2].